Dataset: Full USPTO retrosynthesis dataset with 1.9M reactions from patents (1976-2016). Task: Predict the reactants needed to synthesize the given product. (1) Given the product [C:25]12([C:35](=[O:38])[CH2:36][N:22]3[CH2:23][CH2:24][N:19]([C:4]4[N:3]=[C:2]([CH3:1])[N:7]([CH2:8][C:9]5[S:10][C:11]([C:14]([F:17])([F:16])[F:15])=[CH:12][CH:13]=5)[C:6](=[O:18])[N:5]=4)[CH2:20][CH2:21]3)[CH2:32][CH:31]3[CH2:30][CH:29]([CH2:28][CH:27]([CH2:33]3)[CH2:26]1)[CH2:34]2, predict the reactants needed to synthesize it. The reactants are: [CH3:1][C:2]1[N:7]([CH2:8][C:9]2[S:10][C:11]([C:14]([F:17])([F:16])[F:15])=[CH:12][CH:13]=2)[C:6](=[O:18])[N:5]=[C:4]([N:19]2[CH2:24][CH2:23][NH:22][CH2:21][CH2:20]2)[N:3]=1.[C:25]12([C:35](=[O:38])[CH2:36]Br)[CH2:34][CH:29]3[CH2:30][CH:31]([CH2:33][CH:27]([CH2:28]3)[CH2:26]1)[CH2:32]2.C(=O)([O-])[O-].[K+].[K+].[I-].[Na+].C(=O)(O)[O-].[Na+]. (2) Given the product [Cl:8][C:4]1[N:3]=[C:2]([NH:12][C@H:14]([C:15]2[CH:29]=[CH:30][CH:25]=[CH:26][CH:27]=2)[CH3:16])[CH:7]=[N:6][CH:5]=1, predict the reactants needed to synthesize it. The reactants are: Cl[C:2]1[CH:7]=[N:6][CH:5]=[C:4]([Cl:8])[N:3]=1.C([N:12]([CH:14]([CH3:16])[CH3:15])C)(C)C.CC(OC(N[CH:25]1[CH2:30][CH2:29]C(N)[CH2:27][CH2:26]1)=O)(C)C.O. (3) The reactants are: [Cl:1][C:2]1[CH:7]=[C:6]([Cl:8])[CH:5]=[CH:4][C:3]=1[C:9]1[N:10]=[C:11]([CH2:30]C)[C:12]([NH:17][C@@H:18]2[C:26]3[C:21](=[CH:22][CH:23]=[CH:24][CH:25]=3)[CH2:20][C@@H:19]2[O:27][CH2:28][CH3:29])=[N:13][C:14]=1[CH2:15]C.Cl[C:33]1C=C(Cl)C=CC=1C1N=C(C)C(N[C@@H]2C3C(=CC=CC=3)C[C@@H]2O)=NC=1C.IC(C)C. Given the product [Cl:1][C:2]1[CH:7]=[C:6]([Cl:8])[CH:5]=[CH:4][C:3]=1[C:9]1[N:10]=[C:11]([CH3:30])[C:12]([NH:17][C@@H:18]2[C:26]3[C:21](=[CH:22][CH:23]=[CH:24][CH:25]=3)[CH2:20][C@@H:19]2[O:27][CH:28]([CH3:29])[CH3:33])=[N:13][C:14]=1[CH3:15], predict the reactants needed to synthesize it.